From a dataset of CYP2D6 inhibition data for predicting drug metabolism from PubChem BioAssay. Regression/Classification. Given a drug SMILES string, predict its absorption, distribution, metabolism, or excretion properties. Task type varies by dataset: regression for continuous measurements (e.g., permeability, clearance, half-life) or binary classification for categorical outcomes (e.g., BBB penetration, CYP inhibition). Dataset: cyp2d6_veith. The result is 0 (non-inhibitor). The drug is CCOC(=O)c1cc(CC)sc1NC(=O)c1cc(OCC)c(OCC)c(OCC)c1.